Dataset: Reaction yield outcomes from USPTO patents with 853,638 reactions. Task: Predict the reaction yield, written as a fraction of the theoretical maximum amount of product (1.0 means a 100% yield; for example, 0.34 means a 34% yield). The reactants are [CH3:1][O:2][C:3](=[O:24])[C:4]([NH:20][C:21](=[O:23])[CH3:22])=[CH:5][C:6]1[CH:11]=[CH:10][CH:9]=[C:8]([O:12]CC2C=CC=CC=2)[CH:7]=1.O.[H][H]. The catalyst is CO.C(OCC)(=O)C.[Pd]. The product is [CH3:1][O:2][C:3](=[O:24])[CH:4]([NH:20][C:21](=[O:23])[CH3:22])[CH2:5][C:6]1[CH:11]=[CH:10][CH:9]=[C:8]([OH:12])[CH:7]=1. The yield is 0.990.